Dataset: NCI-60 drug combinations with 297,098 pairs across 59 cell lines. Task: Regression. Given two drug SMILES strings and cell line genomic features, predict the synergy score measuring deviation from expected non-interaction effect. (1) Drug 1: C1C(C(OC1N2C=C(C(=O)NC2=O)F)CO)O. Drug 2: C1=NNC2=C1C(=O)NC=N2. Cell line: HOP-62. Synergy scores: CSS=16.4, Synergy_ZIP=-9.30, Synergy_Bliss=2.65, Synergy_Loewe=-12.6, Synergy_HSA=1.77. (2) Drug 1: CC1OCC2C(O1)C(C(C(O2)OC3C4COC(=O)C4C(C5=CC6=C(C=C35)OCO6)C7=CC(=C(C(=C7)OC)O)OC)O)O. Drug 2: CCCCCOC(=O)NC1=NC(=O)N(C=C1F)C2C(C(C(O2)C)O)O. Cell line: DU-145. Synergy scores: CSS=24.8, Synergy_ZIP=0.688, Synergy_Bliss=3.11, Synergy_Loewe=-13.8, Synergy_HSA=3.36. (3) Drug 1: COC1=CC(=CC(=C1O)OC)C2C3C(COC3=O)C(C4=CC5=C(C=C24)OCO5)OC6C(C(C7C(O6)COC(O7)C8=CC=CS8)O)O. Drug 2: CCC1(CC2CC(C3=C(CCN(C2)C1)C4=CC=CC=C4N3)(C5=C(C=C6C(=C5)C78CCN9C7C(C=CC9)(C(C(C8N6C)(C(=O)OC)O)OC(=O)C)CC)OC)C(=O)OC)O.OS(=O)(=O)O. Cell line: IGROV1. Synergy scores: CSS=40.7, Synergy_ZIP=-5.39, Synergy_Bliss=1.10, Synergy_Loewe=3.97, Synergy_HSA=4.68. (4) Drug 1: CC(C)CN1C=NC2=C1C3=CC=CC=C3N=C2N. Drug 2: B(C(CC(C)C)NC(=O)C(CC1=CC=CC=C1)NC(=O)C2=NC=CN=C2)(O)O. Cell line: HS 578T. Synergy scores: CSS=2.98, Synergy_ZIP=-2.47, Synergy_Bliss=-8.85, Synergy_Loewe=-24.3, Synergy_HSA=-12.8. (5) Drug 1: C1CCC(C1)C(CC#N)N2C=C(C=N2)C3=C4C=CNC4=NC=N3. Drug 2: CC(C)CN1C=NC2=C1C3=CC=CC=C3N=C2N. Cell line: SF-295. Synergy scores: CSS=-0.488, Synergy_ZIP=-1.59, Synergy_Bliss=-3.97, Synergy_Loewe=-3.70, Synergy_HSA=-3.67. (6) Drug 1: CC1CCC2CC(C(=CC=CC=CC(CC(C(=O)C(C(C(=CC(C(=O)CC(OC(=O)C3CCCCN3C(=O)C(=O)C1(O2)O)C(C)CC4CCC(C(C4)OC)O)C)C)O)OC)C)C)C)OC. Drug 2: C1=NNC2=C1C(=O)NC=N2. Cell line: UACC62. Synergy scores: CSS=12.6, Synergy_ZIP=-3.10, Synergy_Bliss=0.845, Synergy_Loewe=0.610, Synergy_HSA=1.14. (7) Drug 1: C1=NC2=C(N1)C(=S)N=C(N2)N. Drug 2: CCN(CC)CCNC(=O)C1=C(NC(=C1C)C=C2C3=C(C=CC(=C3)F)NC2=O)C. Cell line: SNB-19. Synergy scores: CSS=8.94, Synergy_ZIP=-0.418, Synergy_Bliss=5.18, Synergy_Loewe=4.00, Synergy_HSA=3.93.